Dataset: Reaction yield outcomes from USPTO patents with 853,638 reactions. Task: Predict the reaction yield, written as a fraction of the theoretical maximum amount of product (1.0 means a 100% yield; for example, 0.34 means a 34% yield). (1) The reactants are [Br:1][C:2]1[CH:7]=[CH:6][C:5]([OH:8])=[CH:4][CH:3]=1.[H-].[Na+].[C:11](Cl)(=[O:14])[CH:12]=[CH2:13].O. The catalyst is O1CCCC1. The product is [C:11]([O:8][C:5]1[CH:6]=[CH:7][C:2]([Br:1])=[CH:3][CH:4]=1)(=[O:14])[CH:12]=[CH2:13]. The yield is 1.00. (2) The yield is 0.560. The reactants are [Cl:1][C:2]1[C:6]([C:7]([F:10])([F:9])[F:8])=[N:5][N:4]([CH3:11])[C:3]=1[C:12]1[CH:13]=[C:14]([NH2:20])[CH:15]=[CH:16][C:17]=1[O:18][CH3:19].[Cl:21][C:22]1[CH:27]=[CH:26][C:25]([N:28]=[C:29]=[O:30])=[CH:24][CH:23]=1. The catalyst is C(Cl)Cl. The product is [Cl:1][C:2]1[C:6]([C:7]([F:10])([F:8])[F:9])=[N:5][N:4]([CH3:11])[C:3]=1[C:12]1[CH:13]=[C:14]([NH:20][C:29]([NH:28][C:25]2[CH:26]=[CH:27][C:22]([Cl:21])=[CH:23][CH:24]=2)=[O:30])[CH:15]=[CH:16][C:17]=1[O:18][CH3:19]. (3) The yield is 0.760. The product is [C:1]([O:5][C:6]([N:8]1[C:16]2[C:11](=[CH:12][C:13]([CH2:17][CH2:18][OH:31])=[CH:14][CH:15]=2)[CH:10]=[CH:9]1)=[O:7])([CH3:4])([CH3:3])[CH3:2]. The catalyst is O.C(Cl)Cl. The reactants are [C:1]([O:5][C:6]([N:8]1[C:16]2[C:11](=[CH:12][C:13]([CH:17]=[CH2:18])=[CH:14][CH:15]=2)[CH:10]=[CH:9]1)=[O:7])([CH3:4])([CH3:3])[CH3:2].B1C2CCCC1CCC2.C1C[O:31]CC1. (4) The reactants are [NH2:1][C:2]1[C:3]([CH3:18])=[C:4]([C:8]2[CH:13]=[CH:12][C:11]([C:14]([O:16]C)=[O:15])=[CH:10][CH:9]=2)[CH:5]=[CH:6][CH:7]=1.N1C=CC=CC=1.CS(Cl)(=O)=O. The catalyst is CCOCC. The product is [NH2:1][C:2]1[C:3]([CH3:18])=[C:4]([C:8]2[CH:13]=[CH:12][C:11]([C:14]([OH:16])=[O:15])=[CH:10][CH:9]=2)[CH:5]=[CH:6][CH:7]=1. The yield is 1.00. (5) The reactants are [Cl:1][CH2:2][CH2:3][CH2:4][C:5]([C:7]1[CH:12]=[CH:11][C:10]([CH:13]([CH3:15])[CH3:14])=[CH:9][CH:8]=1)=[O:6].[Br:16]([O-])(=O)=O.[Na+].[Br-].[Na+].S(S([O-])(=O)=O)([O-])(=O)=O.[Na+].[Na+]. The catalyst is C(Cl)Cl.O. The product is [Br:16][C:13]([C:10]1[CH:9]=[CH:8][C:7]([C:5](=[O:6])[CH2:4][CH2:3][CH2:2][Cl:1])=[CH:12][CH:11]=1)([CH3:15])[CH3:14]. The yield is 0.990. (6) The reactants are [Br:1][C:2]1[CH:11]=[CH:10][C:9]2[C:4](=[CH:5][CH:6]=[C:7]([O:12][C@H:13]3[CH2:18][CH2:17][C@H:16]([C:19]([CH3:22])([CH3:21])[CH3:20])[CH2:15][CH2:14]3)[CH:8]=2)[CH:3]=1.[I:23]N1C(=O)CCC1=O. The catalyst is C(Cl)Cl.[Cl-].[Cl-].[Cl-].[Cl-].[Zr+4]. The product is [Br:1][C:2]1[CH:3]=[C:4]2[C:9](=[CH:10][CH:11]=1)[C:8]([I:23])=[C:7]([O:12][C@H:13]1[CH2:18][CH2:17][C@H:16]([C:19]([CH3:22])([CH3:21])[CH3:20])[CH2:15][CH2:14]1)[CH:6]=[CH:5]2. The yield is 0.926. (7) The reactants are [NH2:1][C:2]1[CH:11]=[C:10]([Cl:12])[CH:9]=[CH:8][C:3]=1[C:4](OC)=[O:5].[H-].[H-].[H-].[H-].[Li+].[Al+3]. The catalyst is C1COCC1. The product is [NH2:1][C:2]1[CH:11]=[C:10]([Cl:12])[CH:9]=[CH:8][C:3]=1[CH2:4][OH:5]. The yield is 0.690. (8) The reactants are [CH3:1][C:2]1[N:7]=[C:6]([N:8]2[CH2:13][CH2:12][NH:11][CH2:10][CH2:9]2)[CH:5]=[C:4]([C:14]([F:17])([F:16])[F:15])[CH:3]=1.[C:18]([O:22][C:23]([NH:25][C@@H:26]1[CH2:30][CH2:29][C@:28]([CH:34]([CH3:36])[CH3:35])([C:31](O)=[O:32])[CH2:27]1)=[O:24])([CH3:21])([CH3:20])[CH3:19].F[P-](F)(F)(F)(F)F.N1(O[P+](N(C)C)(N(C)C)N(C)C)C2C=CC=CC=2N=N1.C(N(CC)CC)C. The catalyst is C(Cl)Cl. The product is [CH:34]([C@:28]1([C:31]([N:11]2[CH2:12][CH2:13][N:8]([C:6]3[CH:5]=[C:4]([C:14]([F:17])([F:15])[F:16])[CH:3]=[C:2]([CH3:1])[N:7]=3)[CH2:9][CH2:10]2)=[O:32])[CH2:29][CH2:30][C@@H:26]([NH:25][C:23](=[O:24])[O:22][C:18]([CH3:20])([CH3:19])[CH3:21])[CH2:27]1)([CH3:36])[CH3:35]. The yield is 0.351. (9) The reactants are COC1C=C(OC)C=CC=1C[N:6]([C:36]1[CH:41]=[CH:40][N:39]=[CH:38][N:37]=1)[S:7]([C:10]1[C:15]([F:16])=[CH:14][C:13]([O:17][C@H:18]2[CH2:23][CH2:22][CH2:21][CH2:20][C@@H:19]2[C:24]2[CH:25]=[N:26][N:27](C3CCCCO3)[CH:28]=2)=[CH:12][C:11]=1[F:35])(=[O:9])=[O:8].C([SiH](CC)CC)C.CO. The catalyst is ClCCl.FC(F)(F)C(O)=O. The product is [F:35][C:11]1[CH:12]=[C:13]([O:17][C@H:18]2[CH2:23][CH2:22][CH2:21][CH2:20][C@@H:19]2[C:24]2[CH:25]=[N:26][NH:27][CH:28]=2)[CH:14]=[C:15]([F:16])[C:10]=1[S:7]([NH:6][C:36]1[CH:41]=[CH:40][N:39]=[CH:38][N:37]=1)(=[O:8])=[O:9]. The yield is 0.540.